This data is from Reaction yield outcomes from USPTO patents with 853,638 reactions. The task is: Predict the reaction yield, written as a fraction of the theoretical maximum amount of product (1.0 means a 100% yield; for example, 0.34 means a 34% yield). (1) The reactants are [Br:1][C:2]1[CH:3]=[CH:4][C:5]([F:35])=[C:6]([C@:8]2([CH3:34])[CH:13]=[C:12]([C:14]([O:16][CH3:17])=[O:15])[S:11][C:10]([N:18]([C:27]([O:29][C:30]([CH3:33])([CH3:32])[CH3:31])=[O:28])[CH2:19][O:20][CH2:21][CH2:22][Si:23]([CH3:26])([CH3:25])[CH3:24])=[N:9]2)[CH:7]=1.[CH3:36]S(C)(=O)=C. The catalyst is C1COCC1. The product is [Br:1][C:2]1[CH:3]=[CH:4][C:5]([F:35])=[C:6]([C@:8]2([CH3:34])[C@H:13]3[C@:12]([C:14]([O:16][CH3:17])=[O:15])([CH2:36]3)[S:11][C:10]([N:18]([C:27]([O:29][C:30]([CH3:31])([CH3:33])[CH3:32])=[O:28])[CH2:19][O:20][CH2:21][CH2:22][Si:23]([CH3:25])([CH3:24])[CH3:26])=[N:9]2)[CH:7]=1. The yield is 0.880. (2) The reactants are [S:1](Cl)([C:4]1[C:16]2[CH:15]=[CH:14][CH:13]=[C:9]([N:10]([CH3:12])[CH3:11])[C:8]=2[CH:7]=[CH:6][CH:5]=1)(=[O:3])=[O:2].[CH2:18]([O:20][CH:21]([O:26][CH2:27][CH3:28])[CH2:22][CH2:23][CH2:24][NH2:25])[CH3:19].CCN(CC)CC. The catalyst is C(Cl)Cl. The product is [CH2:27]([O:26][CH:21]([O:20][CH2:18][CH3:19])[CH2:22][CH2:23][CH2:24][NH:25][S:1]([C:4]1[C:16]2[C:8](=[C:9]([N:10]([CH3:12])[CH3:11])[CH:13]=[CH:14][CH:15]=2)[CH:7]=[CH:6][CH:5]=1)(=[O:3])=[O:2])[CH3:28]. The yield is 0.930. (3) The reactants are [CH2:1]([O:8][C@@H:9]1[C@@H:14]([O:15][CH2:16][C:17]2[CH:22]=[CH:21][CH:20]=[CH:19][CH:18]=2)[C@H:13]([O:23][CH2:24][C:25]2[CH:30]=[CH:29][CH:28]=[CH:27][CH:26]=2)[C@@H:12]([CH2:31][O:32][CH2:33][C:34]2[CH:39]=[CH:38][CH:37]=[CH:36][CH:35]=2)[O:11][C@:10]21[C:48]1[C:43](=[CH:44][C:45]([Cl:58])=[C:46]([CH2:49][C:50]3[CH:55]=[CH:54][C:53]([CH2:56][CH3:57])=[CH:52][CH:51]=3)[CH:47]=1)[O:42][C:41]([CH3:60])(O)[CH2:40]2)[C:2]1[CH:7]=[CH:6][CH:5]=[CH:4][CH:3]=1.FC1C(B(C2C(F)=C(F)C(F)=C(F)C=2F)C2C(F)=C(F)C(F)=C(F)C=2F)=C(F)C(F)=C(F)C=1F.C([SiH3])CCC.CCOC(C)=O. The product is [CH2:1]([O:8][C@@H:9]1[C@@H:14]([O:15][CH2:16][C:17]2[CH:18]=[CH:19][CH:20]=[CH:21][CH:22]=2)[C@H:13]([O:23][CH2:24][C:25]2[CH:30]=[CH:29][CH:28]=[CH:27][CH:26]=2)[C@@H:12]([CH2:31][O:32][CH2:33][C:34]2[CH:39]=[CH:38][CH:37]=[CH:36][CH:35]=2)[O:11][C@:10]21[C:48]1[C:43](=[CH:44][C:45]([Cl:58])=[C:46]([CH2:49][C:50]3[CH:55]=[CH:54][C:53]([CH2:56][CH3:57])=[CH:52][CH:51]=3)[CH:47]=1)[O:42][CH:41]([CH3:60])[CH2:40]2)[C:2]1[CH:7]=[CH:6][CH:5]=[CH:4][CH:3]=1. The catalyst is C(Cl)Cl. The yield is 0.560. (4) The reactants are [CH2:1]([O:3][C:4](=[O:14])[CH2:5][C:6]1[CH:11]=[CH:10][C:9]([NH:12][NH2:13])=[CH:8][CH:7]=1)[CH3:2].[F:15][C:16]1[CH:21]=[CH:20][C:19]([C:22](=O)[CH2:23][C:24]#[N:25])=[CH:18][CH:17]=1. No catalyst specified. The product is [CH2:1]([O:3][C:4](=[O:14])[CH2:5][C:6]1[CH:11]=[CH:10][C:9]([N:12]2[C:24]([NH2:25])=[CH:23][C:22]([C:19]3[CH:18]=[CH:17][C:16]([F:15])=[CH:21][CH:20]=3)=[N:13]2)=[CH:8][CH:7]=1)[CH3:2]. The yield is 0.680.